This data is from Reaction yield outcomes from USPTO patents with 853,638 reactions. The task is: Predict the reaction yield, written as a fraction of the theoretical maximum amount of product (1.0 means a 100% yield; for example, 0.34 means a 34% yield). (1) The reactants are [S:1]([N:11]1[C:15]2=[N:16][CH:17]=[C:18]([NH:20][NH:21][C:22]([C:24]34[CH2:31][CH2:30][C:27]([NH:32]C(=O)OC(C)(C)C)([CH2:28][CH2:29]3)[CH2:26][CH2:25]4)=O)[N:19]=[C:14]2[CH:13]=[CH:12]1)([C:4]1[CH:10]=[CH:9][C:7]([CH3:8])=[CH:6][CH:5]=1)(=[O:3])=[O:2].O=S(Cl)Cl. The catalyst is O1CCOCC1. The product is [S:1]([N:11]1[C:15]2[N:16]=[CH:17][C:18]3[N:19]([C:22]([C:24]45[CH2:29][CH2:28][C:27]([NH2:32])([CH2:30][CH2:31]4)[CH2:26][CH2:25]5)=[N:21][N:20]=3)[C:14]=2[CH:13]=[CH:12]1)([C:4]1[CH:5]=[CH:6][C:7]([CH3:8])=[CH:9][CH:10]=1)(=[O:3])=[O:2]. The yield is 0.240. (2) The reactants are [Cl:1][C:2]1[CH:7]=[CH:6][CH:5]=[CH:4][C:3]=1[C@H:8]([O:10][C:11]1[CH:12]=[C:13]([N:20]2[C:24]3[CH:25]=[CH:26][C:27]([C:29](O)=[O:30])=[CH:28][C:23]=3[N:22]=[CH:21]2)[S:14][C:15]=1[C:16]([O:18][CH3:19])=[O:17])[CH3:9].C(N(C(C)C)CC)(C)C.[C:41]([NH:44][NH2:45])(=[O:43])[CH3:42].CN(C=O)C. The catalyst is C(Cl)Cl.O. The product is [C:41]([NH:44][NH:45][C:29]([C:27]1[CH:26]=[CH:25][C:24]2[N:20]([C:13]3[S:14][C:15]([C:16]([O:18][CH3:19])=[O:17])=[C:11]([O:10][C@@H:8]([C:3]4[CH:4]=[CH:5][CH:6]=[CH:7][C:2]=4[Cl:1])[CH3:9])[CH:12]=3)[CH:21]=[N:22][C:23]=2[CH:28]=1)=[O:30])(=[O:43])[CH3:42]. The yield is 0.910. (3) The reactants are [Cl:1][C:2]1[CH:7]=[C:6](F)[CH:5]=[CH:4][C:3]=1[C:9]1[C:10]2[N:11]([N:15]=[C:16]([NH:18][CH:19]3[CH2:24][CH2:23][N:22]([C:25]4[CH:30]=[CH:29][N:28]=[C:27](Cl)[CH:26]=4)[CH2:21][CH2:20]3)[N:17]=2)[CH:12]=[CH:13][CH:14]=1.[O-:32][CH2:33][CH3:34].[Na+].[CH3:36][CH2:37][OH:38]. No catalyst specified. The product is [Cl:1][C:2]1[CH:7]=[C:6]([O:32][CH2:33][CH3:34])[CH:5]=[CH:4][C:3]=1[C:9]1[C:10]2[N:11]([N:15]=[C:16]([NH:18][CH:19]3[CH2:24][CH2:23][N:22]([C:25]4[CH:30]=[CH:29][N:28]=[C:27]([O:38][CH2:37][CH3:36])[CH:26]=4)[CH2:21][CH2:20]3)[N:17]=2)[CH:12]=[CH:13][CH:14]=1. The yield is 0.350.